The task is: Predict which catalyst facilitates the given reaction.. This data is from Catalyst prediction with 721,799 reactions and 888 catalyst types from USPTO. (1) Reactant: [Si]([O:8][CH2:9][CH2:10][O:11][C:12]1[C:16]([CH3:17])=[C:15]([NH:18][C:19]([NH:21][CH2:22][C:23]2[CH:28]=[C:27]([CH2:29][O:30][CH3:31])[CH:26]=[CH:25][C:24]=2[O:32][C:33]([F:36])([F:35])[F:34])=[O:20])[N:14]([C:37]2[CH:42]=[CH:41][CH:40]=[CH:39][CH:38]=2)[N:13]=1)(C(C)(C)C)(C)C.CC(O)=O.C1COCC1.O. Product: [OH:8][CH2:9][CH2:10][O:11][C:12]1[C:16]([CH3:17])=[C:15]([NH:18][C:19]([NH:21][CH2:22][C:23]2[CH:28]=[C:27]([CH2:29][O:30][CH3:31])[CH:26]=[CH:25][C:24]=2[O:32][C:33]([F:35])([F:36])[F:34])=[O:20])[N:14]([C:37]2[CH:38]=[CH:39][CH:40]=[CH:41][CH:42]=2)[N:13]=1. The catalyst class is: 25. (2) Product: [Cl:26][C:23]1[CH:22]=[CH:21][C:20]([CH2:19][CH:18]([O:27][CH2:28][CH:29]([CH3:31])[CH3:30])[CH2:17][NH:8][C:7]2[CH:9]=[CH:10][C:4]([CH:1]([CH3:3])[CH3:2])=[CH:5][C:6]=2[N+:11]([O-:13])=[O:12])=[CH:25][CH:24]=1. The catalyst class is: 3. Reactant: [CH:1]([C:4]1[CH:10]=[CH:9][C:7]([NH2:8])=[C:6]([N+:11]([O-:13])=[O:12])[CH:5]=1)([CH3:3])[CH3:2].[H-].[Na+].Br[CH2:17][CH:18]([O:27][CH2:28][CH:29]([CH3:31])[CH3:30])[CH2:19][C:20]1[CH:25]=[CH:24][C:23]([Cl:26])=[CH:22][CH:21]=1. (3) Reactant: [K+].[N:2]1[CH:7]=[CH:6][C:5]([NH:8][C:9]2[C:17]3[C:12](=[CH:13][CH:14]=[CH:15][CH:16]=3)[NH:11][C:10]=2[C:18]([O-:20])=[O:19])=[CH:4][CH:3]=1.CN(C=O)C.Cl[CH2:27][N:28]([CH3:39])[S:29]([C:32]1[CH:37]=[CH:36][C:35](C)=[CH:34][CH:33]=1)(=[O:31])=[O:30].O. Product: [C:32]1([S:29]([N:28]([CH2:39][O:19][C:18]([C:10]2[NH:11][C:12]3[C:17]([C:9]=2[NH:8][C:5]2[CH:6]=[CH:7][N:2]=[CH:3][CH:4]=2)=[CH:16][CH:15]=[CH:14][CH:13]=3)=[O:20])[CH3:27])(=[O:31])=[O:30])[CH:33]=[CH:34][CH:35]=[CH:36][CH:37]=1. The catalyst class is: 1. (4) Reactant: [CH3:1][O:2][C:3]1[N:4]=[CH:5][CH:6]=[C:7]2[C:12]=1[C:11](=O)[NH:10][C:9]([CH2:14][CH2:15][CH2:16][N:17]1[C:25](=[O:26])[C:24]3[C:19](=[CH:20][CH:21]=[CH:22][CH:23]=3)[C:18]1=[O:27])=[CH:8]2.O=P(Cl)(Cl)[Cl:30]. Product: [Cl:30][C:11]1[C:12]2[C:7](=[CH:6][CH:5]=[N:4][C:3]=2[O:2][CH3:1])[CH:8]=[C:9]([CH2:14][CH2:15][CH2:16][N:17]2[C:25](=[O:26])[C:24]3[C:19](=[CH:20][CH:21]=[CH:22][CH:23]=3)[C:18]2=[O:27])[N:10]=1. The catalyst class is: 23. (5) Reactant: [F:1][C:2]([F:12])([F:11])[C:3]1[CH:4]=[C:5]([Mg]Cl)[CH:6]=[CH:7][CH:8]=1.BrC1C=C(C(F)(F)F)C=CC=1.C([Mg]Cl)(C)C.C(OC([N:34]1[CH2:56][CH2:55][C:38]2[C:39]3[C:40](O)(C4C=CC=CC=4)[C:41]([F:47])([F:46])[CH2:42][C:43]=3[CH:44]=[CH:45][C:37]=2[CH2:36][CH2:35]1)=O)C. Product: [F:47][C:41]1([F:46])[CH:40]([C:5]2[CH:6]=[CH:7][CH:8]=[C:3]([C:2]([F:12])([F:11])[F:1])[CH:4]=2)[C:39]2[C:38]3[CH2:55][CH2:56][NH:34][CH2:35][CH2:36][C:37]=3[CH:45]=[CH:44][C:43]=2[CH2:42]1. The catalyst class is: 1. (6) Reactant: [CH:1]([N:4]1[C:8](=[O:9])[CH2:7][CH2:6][N:5]1[CH3:10])([CH3:3])[CH3:2].I[CH3:12]. Product: [CH:1]([N:4]1[C:8](=[O:9])[CH:7]=[C:6]([CH3:12])[N:5]1[CH3:10])([CH3:3])[CH3:2]. The catalyst class is: 10. (7) Reactant: S(Cl)(Cl)=O.[CH3:5][C:6]1[CH:7]=[C:8]2[C:12](=[CH:13][CH:14]=1)[NH:11][N:10]=[C:9]2[C:15]([OH:17])=O. Product: [CH3:5][C:6]1[CH:14]=[CH:13][C:12]2=[N:11][N:10]3[C:9]([C:15](=[O:17])[N:10]4[N:11]=[C:12]5[C:8]([CH:7]=[C:6]([CH3:5])[CH:14]=[CH:13]5)=[C:9]4[C:15]3=[O:17])=[C:8]2[CH:7]=1. The catalyst class is: 11. (8) Reactant: [F:1][C:2]1[CH:10]=[C:9]2[C:5]([CH2:6][CH2:7][C:8]2=[N:11]O)=[CH:4][C:3]=1[N:13]1[CH2:18][CH2:17][O:16][CH2:15][CH2:14]1.[H][H]. Product: [F:1][C:2]1[CH:10]=[C:9]2[C:5]([CH2:6][CH2:7][CH:8]2[NH2:11])=[CH:4][C:3]=1[N:13]1[CH2:18][CH2:17][O:16][CH2:15][CH2:14]1. The catalyst class is: 178.